This data is from Forward reaction prediction with 1.9M reactions from USPTO patents (1976-2016). The task is: Predict the product of the given reaction. (1) Given the reactants N#N.Br[C:4]1[C:5]([N:20]([CH3:25])[S:21]([CH3:24])(=[O:23])=[O:22])=[CH:6][C:7]2[O:11][C:10]([CH:12]3[CH2:14][CH2:13]3)=[C:9]([C:15]([NH:17][CH3:18])=[O:16])[C:8]=2[CH:19]=1.CC([O-])=O.[K+].[B:31]1([B:31]2[O:35][C:34]([CH3:37])([CH3:36])[C:33]([CH3:39])([CH3:38])[O:32]2)[O:35][C:34]([CH3:37])([CH3:36])[C:33]([CH3:39])([CH3:38])[O:32]1, predict the reaction product. The product is: [CH:12]1([C:10]2[O:11][C:7]3[CH:6]=[C:5]([N:20]([CH3:25])[S:21]([CH3:24])(=[O:23])=[O:22])[C:4]([B:31]4[O:35][C:34]([CH3:37])([CH3:36])[C:33]([CH3:39])([CH3:38])[O:32]4)=[CH:19][C:8]=3[C:9]=2[C:15]([NH:17][CH3:18])=[O:16])[CH2:14][CH2:13]1. (2) Given the reactants [C:1]([O:5][C:6](=[O:34])[CH2:7][O:8][C:9]1[CH:14]=[CH:13][C:12]([S:15][S:15][C:12]2[CH:13]=[CH:14][C:9]([O:8][CH2:7][C:6]([O:5][C:1]([CH3:3])([CH3:2])[CH3:4])=[O:34])=[C:10]([CH3:33])[CH:11]=2)=[CH:11][C:10]=1[CH3:33])([CH3:4])([CH3:3])[CH3:2].C(O)(=O)C, predict the reaction product. The product is: [C:1]([O:5][C:6](=[O:34])[CH2:7][O:8][C:9]1[CH:14]=[CH:13][C:12]([SH:15])=[CH:11][C:10]=1[CH3:33])([CH3:4])([CH3:3])[CH3:2]. (3) Given the reactants C(O)C.C([O:8][C:9](=O)[CH2:10][CH2:11][N:12]([C:16]1[C:21]([NH2:22])=[CH:20][N:19]=[C:18]([Cl:23])[N:17]=1)[CH:13]([CH3:15])[CH3:14])(C)(C)C, predict the reaction product. The product is: [Cl:23][C:18]1[N:19]=[CH:20][C:21]2[NH:22][C:9](=[O:8])[CH2:10][CH2:11][N:12]([CH:13]([CH3:15])[CH3:14])[C:16]=2[N:17]=1. (4) Given the reactants Cl[C:2]1[N:10]=[CH:9][N:8]=[C:7]2[C:3]=1[N:4]=[CH:5][N:6]2[C@@H:11]1[O:23][C@H:22]([CH2:24][O:25][CH3:26])[C@@H:17]([O:18]C(=O)C)[C@H:12]1[O:13]C(=O)C.[I:27][C:28]1[CH:29]=[C:30]([CH:33]=[CH:34][CH:35]=1)[CH2:31][NH2:32].Cl, predict the reaction product. The product is: [I:27][C:28]1[CH:29]=[C:30]([CH:33]=[CH:34][CH:35]=1)[CH2:31][NH:32][C:2]1[C:3]2[N:4]=[CH:5][N:6]([C:7]=2[N:8]=[CH:9][N:10]=1)[C@@H:11]1[O:23][C@H:22]([CH2:24][O:25][CH3:26])[C@@H:17]([OH:18])[C@H:12]1[OH:13]. (5) Given the reactants Br[C:2]1[CH:41]=[CH:40][C:5]([O:6][C:7]2[CH:8]=[C:9]([S:32][C:33]3[CH:38]=[CH:37][CH:36]=[CH:35][C:34]=3[Cl:39])[C:10]([NH:13][C:14]3[S:18][N:17]=[C:16]([CH:19]4[CH2:24][CH2:23][N:22]([C:25]([O:27][C:28]([CH3:31])([CH3:30])[CH3:29])=[O:26])[CH2:21][CH2:20]4)[N:15]=3)=[N:11][CH:12]=2)=[CH:4][CH:3]=1.C[Li].C([Li])CCC.CN(C)[CH:51]=[O:52].[NH4+].[Cl-], predict the reaction product. The product is: [Cl:39][C:34]1[CH:35]=[CH:36][CH:37]=[CH:38][C:33]=1[S:32][C:9]1[C:10]([NH:13][C:14]2[S:18][N:17]=[C:16]([CH:19]3[CH2:24][CH2:23][N:22]([C:25]([O:27][C:28]([CH3:31])([CH3:30])[CH3:29])=[O:26])[CH2:21][CH2:20]3)[N:15]=2)=[N:11][CH:12]=[C:7]([O:6][C:5]2[CH:40]=[CH:41][C:2]([CH:51]=[O:52])=[CH:3][CH:4]=2)[CH:8]=1.